This data is from Reaction yield outcomes from USPTO patents with 853,638 reactions. The task is: Predict the reaction yield, written as a fraction of the theoretical maximum amount of product (1.0 means a 100% yield; for example, 0.34 means a 34% yield). (1) The reactants are Cl[C:2]1[N:3]=[C:4]([N:21]2[CH2:26][CH2:25][O:24][CH2:23][CH2:22]2)[C:5]2[S:10][C:9]([CH2:11][N:12]3[CH2:17][CH2:16][CH:15]([N:18]([CH3:20])[CH3:19])[CH2:14][CH2:13]3)=[CH:8][C:6]=2[N:7]=1.[NH:27]1[C:35]2[C:30](=[CH:31][CH:32]=[CH:33][CH:34]=2)[CH2:29][CH2:28]1.C1(C)C=CC(S(O)(=O)=O)=CC=1. The catalyst is CN(C=O)C. The product is [N:27]1([C:2]2[N:3]=[C:4]([N:21]3[CH2:26][CH2:25][O:24][CH2:23][CH2:22]3)[C:5]3[S:10][C:9]([CH2:11][N:12]4[CH2:17][CH2:16][CH:15]([N:18]([CH3:20])[CH3:19])[CH2:14][CH2:13]4)=[CH:8][C:6]=3[N:7]=2)[C:35]2[C:30](=[CH:31][CH:32]=[CH:33][CH:34]=2)[CH2:29][CH2:28]1. The yield is 0.380. (2) The reactants are [NH2:1][C:2]1[S:6][C:5]([S:7]([NH2:10])(=[O:9])=[O:8])=[N:4][N:3]=1.C([NH:18][CH2:19][C:20]1[CH:28]=[CH:27][C:23]([C:24](O)=[O:25])=[CH:22][CH:21]=1)(OC(C)(C)C)=O.CN(CCCN=C=NCC)C.OC1C2N=NNC=2C=CC=1.[OH-].[Na+]. The catalyst is CN(C=O)C.O. The product is [NH2:18][CH2:19][C:20]1[CH:28]=[CH:27][C:23]([C:24]([NH:1][C:2]2[S:6][C:5]([S:7](=[O:9])(=[O:8])[NH2:10])=[N:4][N:3]=2)=[O:25])=[CH:22][CH:21]=1. The yield is 0.850.